This data is from Forward reaction prediction with 1.9M reactions from USPTO patents (1976-2016). The task is: Predict the product of the given reaction. (1) Given the reactants [F:1][C:2]1[CH:15]=[C:14]([F:16])[CH:13]=[CH:12][C:3]=1[C:4]([C:6]1(NC=O)[CH2:8][CH2:7]1)=[O:5].[C:17](#[N:19])[CH3:18].[C:20](OC(=O)C)(=[O:22])C.C(=O)(O)[O-:28].[Na+], predict the reaction product. The product is: [F:1][C:2]1[CH:15]=[C:14]([F:16])[CH:13]=[CH:12][C:3]=1[C:4]([C:6]1([CH2:18][C:17]([NH:19][CH:20]=[O:22])=[O:28])[CH2:7][CH2:8]1)=[O:5]. (2) Given the reactants [O:1]1[CH2:6][CH2:5][N:4]([CH2:7][CH2:8][O:9][C:10]2[CH:15]=[CH:14][C:13]([C:16]3[S:24][C:23]4[C:18](=[N:19][CH:20]=[CH:21][C:22]=4[O:25][C:26]4[CH:31]=[CH:30][C:29]([NH2:32])=[CH:28][CH:27]=4)[CH:17]=3)=[CH:12][CH:11]=2)[CH2:3][CH2:2]1.FC1C=C(N[C:66]([NH:68][C:69](=[O:77])[CH2:70][C:71]2[CH:76]=[CH:75][CH:74]=[CH:73][CH:72]=2)=[S:67])C=CC=1OC1C=CN=C2C=C(C3C=CC=C(OCCN4CCOCC4)C=3)SC=12, predict the reaction product. The product is: [O:1]1[CH2:6][CH2:5][N:4]([CH2:7][CH2:8][O:9][C:10]2[CH:15]=[CH:14][C:13]([C:16]3[S:24][C:23]4[C:18](=[N:19][CH:20]=[CH:21][C:22]=4[O:25][C:26]4[CH:27]=[CH:28][C:29]([NH:32][C:66]([NH:68][C:69](=[O:77])[CH2:70][C:71]5[CH:72]=[CH:73][CH:74]=[CH:75][CH:76]=5)=[S:67])=[CH:30][CH:31]=4)[CH:17]=3)=[CH:12][CH:11]=2)[CH2:3][CH2:2]1. (3) Given the reactants [CH2:1]([O:3][C:4]1[CH:5]=[CH:6][C:7]([F:11])=[C:8]([OH:10])[CH:9]=1)[CH3:2].[C:12]([Si:16]([CH3:19])([CH3:18])Cl)([CH3:15])([CH3:14])[CH3:13].N1C=CN=C1.O, predict the reaction product. The product is: [C:12]([Si:16]([O:10][C:8]1[CH:9]=[C:4]([O:3][CH2:1][CH3:2])[CH:5]=[CH:6][C:7]=1[F:11])([CH3:19])[CH3:18])([CH3:15])([CH3:14])[CH3:13].